From a dataset of Reaction yield outcomes from USPTO patents with 853,638 reactions. Predict the reaction yield, written as a fraction of the theoretical maximum amount of product (1.0 means a 100% yield; for example, 0.34 means a 34% yield). (1) The reactants are FC1C=C(CN)C=NC=1.[O:10]1[CH:14]=[CH:13][N:12]=[C:11]1[CH2:15][NH2:16].[CH:17]1([CH2:20][N:21]2[CH2:25][CH2:24][N:23]([C:26]3[S:27][C:28]([C:32](O)=[O:33])=[C:29]([CH3:31])[N:30]=3)[C:22]2=[O:35])[CH2:19][CH2:18]1. No catalyst specified. The product is [CH:17]1([CH2:20][N:21]2[CH2:25][CH2:24][N:23]([C:26]3[S:27][C:28]([C:32]([NH:16][CH2:15][C:11]4[O:10][CH:14]=[CH:13][N:12]=4)=[O:33])=[C:29]([CH3:31])[N:30]=3)[C:22]2=[O:35])[CH2:18][CH2:19]1. The yield is 0.250. (2) The reactants are [CH2:1]([O:3][NH:4][C:5](=[O:11])[O:6][C:7]([CH3:10])([CH3:9])[CH3:8])[CH3:2].[H-].[Na+].[CH3:14]I.O. The catalyst is CN(C=O)C. The product is [CH2:1]([O:3][N:4]([CH3:14])[C:5](=[O:11])[O:6][C:7]([CH3:10])([CH3:9])[CH3:8])[CH3:2]. The yield is 0.870. (3) The catalyst is CC(N(C)C)=O.CCOC(C)=O.CO. The yield is 0.470. The reactants are [H-].[Na+].CS([O-])(=O)=O.[Cl:8][C:9]1[CH:10]=[C:11]([N:16]2[CH2:21][CH2:20][N:19]([CH2:22][CH2:23][C@@H:24]3[CH2:26][O:25]3)[C:18](=[O:27])[CH:17]2[CH3:28])[CH:12]=[CH:13][C:14]=1[Cl:15].C(=O)([O-])[O-].[Cs+].[Cs+].Cl.[CH2:36]1[C:38]2([CH2:43][CH2:42][NH:41][CH2:40][C@H:39]2[OH:44])[CH2:37]1.C(N(CC)C(C)C)(C)C. The product is [Cl:8][C:9]1[CH:10]=[C:11]([N:16]2[CH2:21][CH2:20][N:19]([CH2:22][CH2:23][C@@H:24]([OH:25])[CH2:26][N:41]3[CH2:42][CH2:43][C:38]4([CH2:36][CH2:37]4)[C@H:39]([OH:44])[CH2:40]3)[C:18](=[O:27])[CH:17]2[CH3:28])[CH:12]=[CH:13][C:14]=1[Cl:15]. (4) The reactants are [N:1]([C:4]1[CH:9]=[CH:8][C:7]([N:10]2[CH2:15][CH2:14][N:13]([CH3:16])[CH2:12][CH2:11]2)=[CH:6][CH:5]=1)=[C:2]=[S:3].[N:17]#[C:18][NH2:19].CC(C)([O-])C.[K+].Br[CH2:27][C:28]([C:30]1[CH:39]=[CH:38][C:33]2[O:34][CH2:35][CH2:36][O:37][C:32]=2[CH:31]=1)=[O:29]. The catalyst is C(#N)C.C(O)(C)(C)C. The product is [NH2:17][C:18]1[N:19]=[C:2]([NH:1][C:4]2[CH:5]=[CH:6][C:7]([N:10]3[CH2:11][CH2:12][N:13]([CH3:16])[CH2:14][CH2:15]3)=[CH:8][CH:9]=2)[S:3][C:27]=1[C:28]([C:30]1[CH:39]=[CH:38][C:33]2[O:34][CH2:35][CH2:36][O:37][C:32]=2[CH:31]=1)=[O:29]. The yield is 0.660.